Task: Binary Classification. Given a miRNA mature sequence and a target amino acid sequence, predict their likelihood of interaction.. Dataset: Experimentally validated miRNA-target interactions with 360,000+ pairs, plus equal number of negative samples (1) The miRNA is hsa-miR-6883-3p with sequence UUCCCUAUCUCACUCUCCUCAG. The protein sequence of the target gene is MTAEETVNVKEVEIIKLILDFLNSKKLHISMLALEKESGVINGLFSDDMLFLRQLILDGQWDEVLQFIQPLECMEKFDKKRFRYIILKQKFLEALCVNNAMSAEDEPQHLEFTMQEAVQCLHALEEYCPSKDDYSKLCLLLTLPRLTNHAEFKDWNPSTARVHCFEEVCVMVAEFIPADRKLSEAGFKASNNRLFQLVMKGLLYECCVEFCQSKATGEEITESEVLLGIDLLCGNGCDDLDLSLLSWLQNLPSSVFSCAFEQKMLNIHVDKLLKPTKAAYADLLTPLISKLSPYPSSPMR.... Result: 0 (no interaction). (2) Result: 0 (no interaction). The protein sequence of the target gene is MALLHSGRVLPGIAAAFHPGLAAAASARASSWWTHVEMGPPDPILGVTEAFKRDTNSKKMNLGVGAYRDDNGKPYVLPSVRKAEAQIAAKNLDKEYLPIGGLAEFCKASAELALGENSEVLKSGRFVTVQTISGTGALRIGASFLQRFFKFSRDVFLPKPTWGNHTPIFRDAGMQLQGYRYYDPKTCGFDFTGAVEDISKIPEQSVLLLHACAHNPTGVDPRPEQWKEIATVVKKRNLFAFFDMAYQGFASGDGDKDAWAVRHFIEQGINVCLCQSYAKNMGLYGERVGAFTMVCKDADE.... The miRNA is mmu-miR-6356 with sequence UCCCCAGAGUCCUAACAAUGA. (3) The miRNA is hsa-miR-215-5p with sequence AUGACCUAUGAAUUGACAGAC. The protein sequence of the target gene is MRGPPAWPLRLLEPPSPAEPGRLLPVACVWAAASRVPGSLSPFTGLRPARLWGAGPALLWGVGAARRWRSGCRGGGPGASRGVLGLARLLGLWARGPGSCRCGAFAGPGAPRLPRARFPGGPAAAAWAGDEAWRRGPAAPPGDKGRLRPAAAGLPEARKLLGLAYPERRRLAAAVGFLTMSSVISMSAPFFLGKIIDVIYTNPTVDYSDNLTRLCLGLSAVFLCGAAANAIRVYLMQTSGQRIVNRLRTSLFSSILRQEVAFFDKTRTGELINRLSSDTALLGRSVTENLSDGLRAGAQA.... Result: 1 (interaction). (4) The miRNA is hsa-miR-633 with sequence CUAAUAGUAUCUACCACAAUAAA. Result: 1 (interaction). The protein sequence of the target gene is MAAESLPFSFGTLSSWELEAWYEDLQEVLSSDENGGTYVSPPGNEEEESKIFTTLDPASLAWLTEEEPEPAEVTSTSQSPHSPDSSQSSLAQEEEEEDQGRTRKRKQSGHSPARAGKQRMKEKEQENERKVAQLAEENERLKQEIERLTREVEATRRALIDRMVNLHQA. (5) The miRNA is mmu-miR-466j with sequence UGUGUGCAUGUGCAUGUGUGUAA. The protein sequence of the target gene is MQGSSLWLSLTFRSARVLSRARFFEWQSPGLPNTAAMENGTGPYGEERPREVQETTVTEGAAKIAFPSANEVFYNPVQEFNRDLTCAVITEFARIQLGAKGIQIKVPGEKDTQKVVVDLSEQEEEKVELKESENLASGDQPRTAAVGEICEEGLHVLEGLAASGLRSIRFALEVPGLRSVVANDASTRAVDLIRRNVQLNDVAHLVQPSQADARMLMYQHQRVSERFDVIDLDPYGSPATFLDAAVQAVSEGGLLCVTCTDMAVLAGNSGETCYSKYGAMALKSRACHEMALRIVLHSLD.... Result: 0 (no interaction). (6) The miRNA is hsa-miR-548b-3p with sequence CAAGAACCUCAGUUGCUUUUGU. The protein sequence of the target gene is MMRQRQSHYCSVLFLSVNYLGGTFPGDICSEENQIVSSYASKVCFEIEEDYKNRQFLGPEGNVDVELIDKSTNRYSVWFPTAGWYLWSATGLGFLVRDEVTVTIAFGSWSQHLALDLQHHEQWLVGGPLFDVTAEPEEAVAEIHLPHFISLQGEVDVSWFLVAHFKNEGMVLEHPARVEPFYAVLESPSFSLMGILLRIASGTRLSIPITSNTLIYYHPHPEDIKFHLYLVPSDALLTKAIDDEEDRFHGVRLQTSPPMEPLNFGSSYIVSNSANLKVMPKELKLSYRSPGEIQHFSKFY.... Result: 0 (no interaction). (7) The miRNA is hsa-miR-548o-5p with sequence AAAAGUAAUUGCGGUUUUUGCC. The protein sequence of the target gene is MNSGPGPVGGRPGGRGGPAVQQNIPSNLLQDHENQRLFELLGRKCWTLATTVVQLYLALPPGAEHWTMEHCGAVCFVKDNPQKSYFIRLYGLQAGRLLWEQELYSQLVYLTPTPFFHTFAGDDCQVGLNFADESEAQAFRALVQEKIQKRNQRQSGERRQLPPPPAPINEERRGGLPPVPPHPGGDHGGPSGGPLSLGLVTVDIQNPDITSSRYRGLPAPGPGPTDKKRSGKKKISKADIGAPSGFKHVSHVGWDPQNGFDVNNLDPDLRSLFSRAGISEAQLTDAETSKLIYDFIEDQG.... Result: 0 (no interaction). (8) The miRNA is hsa-miR-6798-5p with sequence CCAGGGGGAUGGGCGAGCUUGGG. The protein sequence of the target gene is MMPGPRPRKGPQARGQGVAAAKQMGLFMEFGPEDMLLGMDEAEDDEDLEAELLALTGEAQTTGKKPAPKGQAPLPMAHIEKLAADCMRDVEEEEEEEGLEEDAELLTELQEVLGVDEETEPLDGDEVADPGGSEEENGLEDTEPPVQTAVLTASAPAAQAGASQGLHALLEERIHNYREAAASAKEAGEAAKARRCERGLKTLESQLASVRRGRKINEDEIPPPVALGKRPLAPQEPANRSPETDPPAPPALESDNPSQPETSLPGISAQPVSDLDPDPRALLSSRQREYKVAALSAKRA.... Result: 1 (interaction). (9) The miRNA is cel-miR-1832a-3p with sequence UGGGCGGAGCGAAUCGAUGAU. The protein sequence of the target gene is MSAAAAPAAEGEDAPVPPSSEKEPEMPGPREESEEEEEDDEDDDEEDEEEEKEKSLIVEGKREKKKVERLTMQVSSLQREPFTVTQGKGQKLCEIERIHFFLSKKKPDELRNLHKLLYNRPGTVSSLKKNVGQFSGFPFEKGSTQYKKKEEMLKKFRNAMLKSICEVLDLERSGVNSELVKRILNFLMHPKPSGKPLPKSKKSSSKGSKKERNSSGTTRKSKQTKCPEILSDESSSDEDEKKNKEESSEDEEKESEEEQPPKKTSKKEKAKQKATAKSKKSVKSANVKKADSSTTKKNQK.... Result: 0 (no interaction).